From a dataset of Full USPTO retrosynthesis dataset with 1.9M reactions from patents (1976-2016). Predict the reactants needed to synthesize the given product. (1) The reactants are: Cl[C:2]1[N:10]=[CH:9][N:8]=[C:7]2[C:3]=1[N:4]=[CH:5][N:6]2[CH:11]1[CH2:16][CH2:15][CH2:14][CH2:13][O:12]1.ClC1N=CN=C2C=1NC=N2.[OH:27][C:28]1[CH:33]=[CH:32][C:31]([NH2:34])=[CH:30][CH:29]=1.C(N(C(C)C)C(C)C)C. Given the product [OH:27][C:28]1[CH:33]=[CH:32][C:31]([NH:34][C:2]2[N:10]=[CH:9][N:8]=[C:7]3[C:3]=2[N:4]=[CH:5][N:6]3[CH:11]2[CH2:16][CH2:15][CH2:14][CH2:13][O:12]2)=[CH:30][CH:29]=1, predict the reactants needed to synthesize it. (2) Given the product [CH2:1]([O:3][C:4](=[O:16])[CH2:5][CH2:6][C:7]([C:9]1[CH:10]=[CH:11][C:12]([O:15][CH2:18][CH2:19][CH2:20][Cl:21])=[CH:13][CH:14]=1)=[O:8])[CH3:2], predict the reactants needed to synthesize it. The reactants are: [CH2:1]([O:3][C:4](=[O:16])[CH2:5][CH2:6][C:7]([C:9]1[CH:14]=[CH:13][C:12]([OH:15])=[CH:11][CH:10]=1)=[O:8])[CH3:2].Br[CH2:18][CH2:19][CH2:20][Cl:21].C(=O)([O-])[O-].[K+].[K+]. (3) Given the product [C:1]([C:5]1[CH:6]=[C:7]([NH:11][C:12]([C:13]2[CH:18]=[CH:17][C:16]([N:19]3[CH2:24][CH2:23][N:22]([C:27]4[CH:32]=[CH:31][C:30]([CH:33]([CH3:37])[C:34]([OH:36])=[O:35])=[CH:29][CH:28]=4)[CH2:21][CH2:20]3)=[N:15][CH:14]=2)=[O:25])[CH:8]=[CH:9][CH:10]=1)([CH3:4])([CH3:2])[CH3:3], predict the reactants needed to synthesize it. The reactants are: [C:1]([C:5]1[CH:6]=[C:7]([NH:11][C:12](=[O:25])[C:13]2[CH:18]=[CH:17][C:16]([N:19]3[CH2:24][CH2:23][NH:22][CH2:21][CH2:20]3)=[N:15][CH:14]=2)[CH:8]=[CH:9][CH:10]=1)([CH3:4])([CH3:3])[CH3:2].Br[C:27]1[CH:32]=[CH:31][C:30]([CH:33]([CH3:37])[C:34]([OH:36])=[O:35])=[CH:29][CH:28]=1.C(C1C=C(NC(C2C=CC(N3CCN(C4C=CC(C(O)=O)=CC=4)CC3)=C(F)C=2)=O)C=CC=1)(C)(C)C. (4) Given the product [CH3:27][NH:28][CH2:1][C:3]1[CH:8]=[CH:7][C:6]([C:9]2[CH:14]=[CH:13][C:12]([C:15]3[S:16][CH:17]=[CH:18][C:19]=3[NH:20][S:21]([CH:24]([CH3:26])[CH3:25])(=[O:23])=[O:22])=[CH:11][CH:10]=2)=[CH:5][CH:4]=1, predict the reactants needed to synthesize it. The reactants are: [CH:1]([C:3]1[CH:8]=[CH:7][C:6]([C:9]2[CH:14]=[CH:13][C:12]([C:15]3[S:16][CH:17]=[CH:18][C:19]=3[NH:20][S:21]([CH:24]([CH3:26])[CH3:25])(=[O:23])=[O:22])=[CH:11][CH:10]=2)=[CH:5][CH:4]=1)=O.[CH3:27][NH2:28].C1COCC1.[BH-](OC(C)=O)(OC(C)=O)OC(C)=O.[Na+]. (5) Given the product [NH2:19][C:10]1[C:9]2=[N:8][N:7]([CH3:20])[C:6]([CH2:5][CH2:4][CH2:3][CH2:2][N:25]3[C:21](=[O:31])[C:22]4[C:23](=[CH:27][CH:28]=[CH:29][CH:30]=4)[C:24]3=[O:26])=[C:18]2[C:17]2[CH2:16][CH2:15][CH2:14][CH2:13][C:12]=2[N:11]=1, predict the reactants needed to synthesize it. The reactants are: Cl[CH2:2][CH2:3][CH2:4][CH2:5][C:6]1[N:7]([CH3:20])[N:8]=[C:9]2[C:18]=1[C:17]1[CH2:16][CH2:15][CH2:14][CH2:13][C:12]=1[N:11]=[C:10]2[NH2:19].[C:21]1(=[O:31])[NH:25][C:24](=[O:26])[C:23]2=[CH:27][CH:28]=[CH:29][CH:30]=[C:22]12.[K].[I-].[Na+].CN(C=O)C. (6) The reactants are: C([O:3][C:4](=O)[CH:5](O)[CH:6]([C:13]1[CH:18]=[CH:17][C:16]([O:19][CH:20]2[CH2:25][CH2:24][CH2:23][CH2:22][CH2:21]2)=[CH:15][CH:14]=1)[C:7](=O)[CH2:8][CH2:9][CH2:10][CH3:11])C.O.[NH2:29][NH2:30]. Given the product [CH2:8]([C:7]1[C:6]([C:13]2[CH:18]=[CH:17][C:16]([O:19][CH:20]3[CH2:25][CH2:24][CH2:23][CH2:22][CH2:21]3)=[CH:15][CH:14]=2)=[CH:5][C:4](=[O:3])[NH:29][N:30]=1)[CH2:9][CH2:10][CH3:11], predict the reactants needed to synthesize it. (7) Given the product [F:8][C:5]([F:7])([CH3:6])[CH:4]=[N:26][C:23]1[CH:24]=[CH:25][C:20]([O:19][CH3:18])=[CH:21][CH:22]=1, predict the reactants needed to synthesize it. The reactants are: C(O[CH:4](O)[C:5]([F:8])([F:7])[CH3:6])C.COC(O)C(F)(F)C.[CH3:18][O:19][C:20]1[CH:25]=[CH:24][C:23]([NH2:26])=[CH:22][CH:21]=1.C(=O)([O-])O.[Na+]. (8) Given the product [NH2:22][C:19]1[S:20][CH:21]=[C:17](/[C:16](=[N:23]/[O:24][C:25]([CH3:29])([CH3:30])[C:26]([OH:28])=[O:27])/[C:15]([NH:14][C@@H:13]2[C:12](=[O:32])[N:11]([S:33]([OH:36])(=[O:34])=[O:35])[C@@H:10]2[CH2:9][N:5]2[CH2:4][C@H:3]([CH2:2][NH:1][C:43]([NH2:44])=[NH:38])[O:7][C:6]2=[O:8])=[O:31])[N:18]=1, predict the reactants needed to synthesize it. The reactants are: [NH2:1][CH2:2][C@@H:3]1[O:7][C:6](=[O:8])[N:5]([CH2:9][C@@H:10]2[C@H:13]([NH:14][C:15](=[O:31])/[C:16](=[N:23]\[O:24][C:25]([CH3:30])([CH3:29])[C:26]([OH:28])=[O:27])/[C:17]3[N:18]=[C:19]([NH2:22])[S:20][CH:21]=3)[C:12](=[O:32])[N:11]2[S:33]([OH:36])(=[O:35])=[O:34])[CH2:4]1.Cl.[N:38]1([C:43](N)=[NH:44])C=CC=N1.CCN(C(C)C)C(C)C. (9) Given the product [CH3:1][O:2][C:3]1[CH:16]=[CH:15][CH:14]=[C:13]2[C:4]=1[S:5][C:6]1[CH:7]=[CH:8][C:9]([N+:18]([O-:20])=[O:19])=[CH:10][C:11]=1[CH2:12]2, predict the reactants needed to synthesize it. The reactants are: [CH3:1][O:2][C:3]1[CH:16]=[CH:15][CH:14]=[C:13]2[C:4]=1[S:5][C:6]1[CH:7]=[CH:8][C:9]([N+:18]([O-:20])=[O:19])=[CH:10][C:11]=1[C:12]2=O.B.C1COCC1. (10) Given the product [CH3:20][C:19]1[N:1]=[C:2]2[CH:3]=[CH:4][C:5]3[CH2:10][CH2:9][CH:8]([CH2:11][CH2:12][NH:13][C:14](=[O:16])[CH3:15])[C:6]=3[N:7]2[CH:18]=1, predict the reactants needed to synthesize it. The reactants are: [NH2:1][C:2]1[N:7]=[C:6]2[CH:8]([CH2:11][CH2:12][NH:13][C:14](=[O:16])[CH3:15])[CH2:9][CH2:10][C:5]2=[CH:4][CH:3]=1.Br[CH2:18][C:19](=O)[CH3:20].C(=O)([O-])O.[Na+].